Dataset: Full USPTO retrosynthesis dataset with 1.9M reactions from patents (1976-2016). Task: Predict the reactants needed to synthesize the given product. The reactants are: CN(C)C(=O)C[CH2:5][N:6]([CH3:35])[C:7]1[CH:12]=[CH:11][C:10]([NH:13]/[C:14](/[C:29]2[CH:34]=[CH:33][CH:32]=[CH:31][CH:30]=2)=[C:15]2\[C:16](=[O:28])[NH:17][C:18]3[C:23]\2=[CH:22][CH:21]=[C:20]([C:24]([O:26][CH3:27])=[O:25])[N:19]=3)=[CH:9][CH:8]=1.O=S1(=O)CCN(C[C:46]([N:48]([C:50]2C=CC(N/C(/C3C=CC=CC=3)=C3\C(=O)NC4C\3=CC=C(C(OC)=O)N=4)=C[CH:51]=2)[CH3:49])=[O:47])CC1.CN(C)CC(N(C1C=CC(N/C(/C2C=CC=CC=2)=C2\C(=O)NC3C\2=CC=C(C(OC)=O)N=3)=CC=1)C)=O.CN(CCN1CCN(C)CC1)C1C=CC(N/C(/C2C=CC=CC=2)=C2\C(=O)NC3C\2=CC=C(C(OC)=O)N=3)=CC=1.C(N(C)C(=O)CN(C)C1C=CC(N/C(/C2C=CC=CC=2)=C2\C(=O)NC3C=C(C(OC)=O)N=CC\2=3)=CC=1)C.CN(C)C(=O)CCN(C)C1C=CC(N/C(/C2C=CC=CC=2)=C2\C(=O)NC3C=C(C(OC)=O)N=CC\2=3)=CC=1.O=S1(=O)CCN(CC(N(C2C=CC(N/C(/C3C=CC=CC=3)=C3\C(=O)NC4C=C(C(OC)=O)N=CC\3=4)=CC=2)C)=O)CC1.CN(C)CC(N(C1C=CC(N/C(/C2C=CC=CC=2)=C2\C(=O)NC3C=C(C(OC)=O)N=CC\2=3)=CC=1)C)=O.CN(CCN1CCN(C)CC1)C1C=CC(N/C(/C2C=CC=CC=2)=C2\C(=O)NC3C=C(C(OC)=O)N=CC\2=3)=CC=1.C(N(C)C(=O)CN(C)C1C=CC(N/C(/C2C=CC=CC=2)=C2\C(=O)NC3C\2=NC=C(C(OC)=O)C=3)=CC=1)C.CN(C)C(=O)CCN(C)C1C=CC(N/C(/C2C=CC=CC=2)=C2\C(=O)NC3C\2=NC=C(C(OC)=O)C=3)=CC=1.O=S1(=O)CCN(CC(N(C2C=CC(N/C(/C3C=CC=CC=3)=C3\C(=O)NC4C\3=NC=C(C(OC)=O)C=4)=CC=2)C)=O)CC1.CN(C)CC(N(C1C=CC(N/C(/C2C=CC=CC=2)=C2\C(=O)NC3C\2=NC=C(C(OC)=O)C=3)=CC=1)C)=O.CN(CCN1CCN(C)CC1)C1C=CC(N/C(/C2C=CC=CC=2)=C2\C(=O)NC3C\2=NC=C(C(OC)=O)C=3)=CC=1. Given the product [CH2:50]([N:48]([CH3:49])[C:46](=[O:47])[CH2:5][N:6]([CH3:35])[C:7]1[CH:12]=[CH:11][C:10]([NH:13]/[C:14](/[C:29]2[CH:30]=[CH:31][CH:32]=[CH:33][CH:34]=2)=[C:15]2\[C:16](=[O:28])[NH:17][C:18]3[C:23]\2=[CH:22][CH:21]=[C:20]([C:24]([O:26][CH3:27])=[O:25])[N:19]=3)=[CH:9][CH:8]=1)[CH3:51], predict the reactants needed to synthesize it.